Dataset: Full USPTO retrosynthesis dataset with 1.9M reactions from patents (1976-2016). Task: Predict the reactants needed to synthesize the given product. (1) Given the product [OH:26][C:3]1[C:4]2[C:5]([CH3:25])([CH3:24])[CH2:6][C:7]([OH:19])([C:20]([F:23])([F:22])[F:21])[CH:8]([NH:12][C:13]3[CH:14]=[N:15][CH:16]=[CH:17][CH:18]=3)[C:9]=2[CH:10]=[CH:11][C:2]=1[C:27]#[N:28], predict the reactants needed to synthesize it. The reactants are: Cl[C:2]1[CH:11]=[CH:10][C:9]2[CH:8]([NH:12][C:13]3[CH:14]=[N:15][CH:16]=[CH:17][CH:18]=3)[C:7]([C:20]([F:23])([F:22])[F:21])([OH:19])[CH2:6][C:5]([CH3:25])([CH3:24])[C:4]=2[C:3]=1[OH:26].[C-:27]#[N:28].[Na+].O. (2) Given the product [Cl:14][C:15]1[CH:22]=[CH:21][C:18]([CH:19]=[CH:3][C:4]#[N:5])=[CH:17][C:16]=1[F:23], predict the reactants needed to synthesize it. The reactants are: P(=O)([O-])O[C:3](CC)(CC)[C:4]#[N:5].[H-].[Na+].[Cl:14][C:15]1[CH:22]=[CH:21][C:18]([CH:19]=O)=[CH:17][C:16]=1[F:23].O. (3) Given the product [CH3:8][O:9][C:10]([C@@H:12]1[CH2:16][C@@H:15]([S:17]([CH2:20][CH:21]2[CH2:23][CH2:22]2)(=[O:18])=[O:19])[CH2:14][N:13]1[C:24](=[O:29])[CH2:25][C:26](=[O:27])[CH3:28])=[O:11], predict the reactants needed to synthesize it. The reactants are: FC(F)(F)C(O)=O.[CH3:8][O:9][C:10]([C@@H:12]1[CH2:16][C@@H:15]([S:17]([CH2:20][CH:21]2[CH2:23][CH2:22]2)(=[O:19])=[O:18])[CH2:14][NH:13]1)=[O:11].[C:24](OC(C)(C)C)(=[O:29])[CH2:25][C:26]([CH3:28])=[O:27]. (4) Given the product [NH2:10][C:7]1[CH:8]=[CH:9][C:4]([CH2:3][CH2:2][NH:1][C:25](=[O:26])[C:24]2[CH:28]=[CH:29][C:30]([F:31])=[C:22]([F:21])[CH:23]=2)=[CH:5][C:6]=1[N+:11]([O-:13])=[O:12], predict the reactants needed to synthesize it. The reactants are: [NH2:1][CH2:2][CH2:3][C:4]1[CH:9]=[CH:8][C:7]([NH2:10])=[C:6]([N+:11]([O-:13])=[O:12])[CH:5]=1.C(N(CC)CC)C.[F:21][C:22]1[CH:23]=[C:24]([CH:28]=[CH:29][C:30]=1[F:31])[C:25](Cl)=[O:26].C(OCC)(=O)C. (5) Given the product [Cl:1][C:2]1[CH:7]=[CH:6][C:5]([C:8]2[CH:13]=[C:12]([C:14]([OH:17])([CH3:16])[CH3:15])[N:11]3[N:18]=[CH:19][C:20]([C:21]#[C:22][C:24]4[S:28][C:27]([S:29]([NH2:32])(=[O:31])=[O:30])=[CH:26][CH:25]=4)=[C:10]3[N:9]=2)=[CH:4][CH:3]=1, predict the reactants needed to synthesize it. The reactants are: [Cl:1][C:2]1[CH:7]=[CH:6][C:5]([C:8]2[CH:13]=[C:12]([C:14]([OH:17])([CH3:16])[CH3:15])[N:11]3[N:18]=[CH:19][C:20]([C:21]#[CH:22])=[C:10]3[N:9]=2)=[CH:4][CH:3]=1.Br[C:24]1[S:28][C:27]([S:29]([NH2:32])(=[O:31])=[O:30])=[CH:26][CH:25]=1. (6) Given the product [CH3:17][N:18]([CH3:20])[CH:19]=[C:7]([C:8]1[CH:13]=[CH:12][N:11]=[CH:10][N:9]=1)[C:6]([C:2]1[O:1][CH:5]=[CH:4][CH:3]=1)=[O:14], predict the reactants needed to synthesize it. The reactants are: [O:1]1[CH:5]=[CH:4][CH:3]=[C:2]1[C:6](=[O:14])[CH2:7][C:8]1[CH:13]=[CH:12][N:11]=[CH:10][N:9]=1.CO[CH:17](OC)[N:18]([CH3:20])[CH3:19].